From a dataset of Reaction yield outcomes from USPTO patents with 853,638 reactions. Predict the reaction yield, written as a fraction of the theoretical maximum amount of product (1.0 means a 100% yield; for example, 0.34 means a 34% yield). (1) The yield is 0.690. The catalyst is CC(C)=O.C1COCC1.O=[Os](=O)(=O)=O. The reactants are C[O:2][N+]1(C)CCOCC1.[CH:10]([C:12]1[N:13]([C:21]([O:23][C:24]([CH3:27])([CH3:26])[CH3:25])=[O:22])[C:14]2[C:19]([CH:20]=1)=[CH:18][CH:17]=[CH:16][CH:15]=2)=[CH2:11].[O-]S([O-])=O.[Na+].[Na+].[OH2:34]. The product is [OH:34][CH:10]([C:12]1[N:13]([C:21]([O:23][C:24]([CH3:27])([CH3:26])[CH3:25])=[O:22])[C:14]2[C:19]([CH:20]=1)=[CH:18][CH:17]=[CH:16][CH:15]=2)[CH2:11][OH:2]. (2) The reactants are [CH:1]([C:4]1[C:8]([CH2:9][CH2:10][C:11](OC)=[O:12])=[CH:7][N:6]([C:15]2[N:16]=[N:17][C:18]([C:21]([F:24])([F:23])[F:22])=[CH:19][CH:20]=2)[N:5]=1)([CH3:3])[CH3:2].[H-].C([Al+]CC(C)C)C(C)C.O.O.O.O.O.O.O.O.O.O.[O-]S([O-])(=O)=O.[Na+].[Na+].Cl. The catalyst is O1CCCC1.C1(C)C=CC=CC=1. The product is [CH:1]([C:4]1[C:8]([CH2:9][CH2:10][CH2:11][OH:12])=[CH:7][N:6]([C:15]2[N:16]=[N:17][C:18]([C:21]([F:22])([F:24])[F:23])=[CH:19][CH:20]=2)[N:5]=1)([CH3:3])[CH3:2]. The yield is 0.680.